This data is from Catalyst prediction with 721,799 reactions and 888 catalyst types from USPTO. The task is: Predict which catalyst facilitates the given reaction. (1) Reactant: Cl.C(OC([N:7]1[CH:12]2[CH2:13][CH2:14][CH:8]1[CH2:9][C:10](=[O:15])[CH2:11]2)=O)=C. Product: [CH:8]12[NH:7][CH:12]([CH2:13][CH2:14]1)[CH2:11][C:10](=[O:15])[CH2:9]2. The catalyst class is: 5. (2) Reactant: [I:1][C:2]1[C:10]2[C:5](=[N:6][CH:7]=[CH:8][CH:9]=2)[NH:4][N:3]=1.C(=O)([O-])[O-].[K+].[K+].Cl[CH2:18][C:19]([O:21][CH2:22][CH3:23])=[O:20]. Product: [I:1][C:2]1[C:10]2[C:5](=[N:6][CH:7]=[CH:8][CH:9]=2)[N:4]([CH2:18][C:19]([O:21][CH2:22][CH3:23])=[O:20])[N:3]=1. The catalyst class is: 39. (3) Reactant: [NH:1]1[CH2:6][CH2:5][CH:4]([N:7]([CH3:18])[C:8](=[O:17])[CH2:9][C:10]2[CH:15]=[CH:14][C:13]([F:16])=[CH:12][CH:11]=2)[CH2:3][CH2:2]1.Cl[CH2:20][CH2:21][C:22]([C:24]1[CH:29]=[CH:28][CH:27]=[CH:26][CH:25]=1)=[O:23].CCN(C(C)C)C(C)C.O. Product: [C:24]1([C:22](=[O:23])[CH2:21][CH2:20][N:1]2[CH2:2][CH2:3][CH:4]([N:7]([CH3:18])[C:8](=[O:17])[CH2:9][C:10]3[CH:11]=[CH:12][C:13]([F:16])=[CH:14][CH:15]=3)[CH2:5][CH2:6]2)[CH:29]=[CH:28][CH:27]=[CH:26][CH:25]=1. The catalyst class is: 85. (4) Reactant: [N+:1]([C:4]1[CH:9]=[CH:8][CH:7]=[CH:6][C:5]=1[S:10](Cl)(=[O:12])=[O:11])([O-:3])=[O:2].[CH2:14]([NH2:16])[CH3:15]. Product: [CH2:14]([NH:16][S:10]([C:5]1[CH:6]=[CH:7][CH:8]=[CH:9][C:4]=1[N+:1]([O-:3])=[O:2])(=[O:12])=[O:11])[CH3:15]. The catalyst class is: 6.